From a dataset of Forward reaction prediction with 1.9M reactions from USPTO patents (1976-2016). Predict the product of the given reaction. Given the reactants [F:1][C:2]1[CH:3]=[C:4]([NH:9][C@H:10]([C:12]([OH:14])=[O:13])[CH3:11])[CH:5]=[C:6]([F:8])[CH:7]=1.[CH2:15](O)[CH:16]([CH3:18])[CH3:17], predict the reaction product. The product is: [CH2:15]([O:13][C:12](=[O:14])[C@H:10]([CH3:11])[NH:9][C:4]1[CH:3]=[C:2]([F:1])[CH:7]=[C:6]([F:8])[CH:5]=1)[CH:16]([CH3:18])[CH3:17].